This data is from Forward reaction prediction with 1.9M reactions from USPTO patents (1976-2016). The task is: Predict the product of the given reaction. (1) Given the reactants [CH2:1]([O:8][CH2:9][CH2:10][CH2:11][N:12]([CH:21]1[CH:30]([S:31]([C:34]2[CH:39]=[CH:38][C:37]([Cl:40])=[CH:36][CH:35]=2)(=[O:33])=[O:32])[C:29]2[C:24](=[C:25]([F:42])[CH:26]=[CH:27][C:28]=2[F:41])[O:23][CH2:22]1)[CH2:13][CH2:14][CH2:15]OS(C)(=O)=O)[C:2]1[CH:7]=[CH:6][CH:5]=[CH:4][CH:3]=1.CC(C)([O-])C.[K+], predict the reaction product. The product is: [CH2:1]([O:8][CH2:9][CH2:10][CH2:11][N:12]1[CH:21]2[C:30]([S:31]([C:34]3[CH:35]=[CH:36][C:37]([Cl:40])=[CH:38][CH:39]=3)(=[O:33])=[O:32])([C:29]3[C:24]([O:23][CH2:22]2)=[C:25]([F:42])[CH:26]=[CH:27][C:28]=3[F:41])[CH2:15][CH2:14][CH2:13]1)[C:2]1[CH:3]=[CH:4][CH:5]=[CH:6][CH:7]=1. (2) Given the reactants [Br:1][CH2:2][C:3](Br)=[O:4].[NH:6]1[CH2:10][CH2:9][CH2:8][CH2:7]1, predict the reaction product. The product is: [Br:1][CH2:2][C:3]([N:6]1[CH2:10][CH2:9][CH2:8][CH2:7]1)=[O:4]. (3) Given the reactants [Br:1][C:2]1[CH:3]=[CH:4][C:5]([C:8](Cl)=[N:9][OH:10])=[N:6][CH:7]=1.[C:12]([O:17][CH2:18][CH:19]=[CH2:20])(=[O:16])[CH2:13][CH2:14][CH3:15].C(N(CC)CC)C, predict the reaction product. The product is: [C:12]([O:17][CH2:18][CH:19]1[O:10][N:9]=[C:8]([C:5]2[CH:4]=[CH:3][C:2]([Br:1])=[CH:7][N:6]=2)[CH2:20]1)(=[O:16])[CH2:13][CH2:14][CH3:15]. (4) Given the reactants [CH3:1][C:2]1([CH:5]=O)[CH2:4][CH2:3]1.[NH2:7][C@H:8]([C:11]1[CH:16]=[CH:15][CH:14]=[CH:13][CH:12]=1)[CH2:9][OH:10].C[Si]([C:21]#[N:22])(C)C, predict the reaction product. The product is: [OH:10][CH2:9][C@H:8]([NH:7][C@@H:5]([C:2]1([CH3:1])[CH2:3][CH2:4]1)[C:21]#[N:22])[C:11]1[CH:16]=[CH:15][CH:14]=[CH:13][CH:12]=1. (5) Given the reactants [C:1]([O:5][C:6]([N:8]([C:46]([O:48][C:49]([CH3:52])([CH3:51])[CH3:50])=[O:47])[C:9]1[C:10]([C:25]2[O:29][C:28]([C:30]3[CH:35]=[CH:34][C:33]([CH2:36][N:37]([CH3:45])[C:38](=[O:44])[O:39][C:40]([CH3:43])([CH3:42])[CH3:41])=[CH:32][CH:31]=3)=[N:27][N:26]=2)=[N:11][C:12]([C:15]2[CH2:24][CH2:23][C:18]3(OCC[O:19]3)[CH2:17][CH:16]=2)=[CH:13][N:14]=1)=[O:7])([CH3:4])([CH3:3])[CH3:2].Cl, predict the reaction product. The product is: [C:49]([O:48][C:46]([N:8]([C:6]([O:5][C:1]([CH3:4])([CH3:3])[CH3:2])=[O:7])[C:9]1[C:10]([C:25]2[O:29][C:28]([C:30]3[CH:35]=[CH:34][C:33]([CH2:36][N:37]([CH3:45])[C:38](=[O:44])[O:39][C:40]([CH3:41])([CH3:42])[CH3:43])=[CH:32][CH:31]=3)=[N:27][N:26]=2)=[N:11][C:12]([C:15]2[CH2:24][CH2:23][C:18](=[O:19])[CH2:17][CH:16]=2)=[CH:13][N:14]=1)=[O:47])([CH3:50])([CH3:51])[CH3:52]. (6) The product is: [F:1][C:2]([F:38])([F:39])[C:3]1[CH:4]=[C:5]([CH:31]=[C:32]([C:34]([F:37])([F:36])[F:35])[CH:33]=1)[CH2:6][O:7][CH2:8][C@@:9]1([C:25]2[CH:30]=[CH:29][CH:28]=[CH:27][CH:26]=2)[CH2:13][CH2:12][C@H:11]([NH2:14])[CH2:10]1. Given the reactants [F:1][C:2]([F:39])([F:38])[C:3]1[CH:4]=[C:5]([CH:31]=[C:32]([C:34]([F:37])([F:36])[F:35])[CH:33]=1)[CH2:6][O:7][CH2:8][C@@:9]1([C:25]2[CH:30]=[CH:29][CH:28]=[CH:27][CH:26]=2)[CH2:13][CH2:12][C@H:11]([N:14]2C(=O)C3C(=CC=CC=3)C2=O)[CH2:10]1.NN, predict the reaction product. (7) Given the reactants O[CH:2]=[C:3]1[C:11]2[C:6](=[CH:7][C:8]([C:12]([C:14]3[CH:15]=[C:16]([NH:20][C:21]([C:23]4[N:24]([CH3:29])[N:25]=[C:26]([CH3:28])[CH:27]=4)=[O:22])[CH:17]=[CH:18][CH:19]=3)=[O:13])=[CH:9][CH:10]=2)[NH:5][C:4]1=[O:30].[N:31]1([CH2:36][C:37]2[CH:42]=[CH:41][C:40]([NH2:43])=[CH:39][CH:38]=2)[CH2:35][CH2:34][CH2:33][CH2:32]1, predict the reaction product. The product is: [O:30]=[C:4]1[C:3](=[CH:2][NH:43][C:40]2[CH:39]=[CH:38][C:37]([CH2:36][N:31]3[CH2:35][CH2:34][CH2:33][CH2:32]3)=[CH:42][CH:41]=2)[C:11]2[C:6](=[CH:7][C:8]([C:12]([C:14]3[CH:15]=[C:16]([NH:20][C:21]([C:23]4[N:24]([CH3:29])[N:25]=[C:26]([CH3:28])[CH:27]=4)=[O:22])[CH:17]=[CH:18][CH:19]=3)=[O:13])=[CH:9][CH:10]=2)[NH:5]1.